Dataset: Full USPTO retrosynthesis dataset with 1.9M reactions from patents (1976-2016). Task: Predict the reactants needed to synthesize the given product. (1) Given the product [Br:1][C:2]1[CH:3]=[CH:4][C:5]([C:8]2([CH2:11][OH:12])[CH2:9][CH2:10]2)=[CH:6][CH:7]=1, predict the reactants needed to synthesize it. The reactants are: [Br:1][C:2]1[CH:7]=[CH:6][C:5]([C:8]2([C:11](O)=[O:12])[CH2:10][CH2:9]2)=[CH:4][CH:3]=1.C(N(CC)C(C)C)(C)C.ClC(OCC(C)C)=O. (2) Given the product [F:17][C:11]1[CH:12]=[C:13]([F:16])[CH:14]=[CH:15][C:10]=1[C:6]1[NH:5][C:4](=[O:3])[N:31]2[N:30]=[C:28]([CH:25]3[CH2:26][CH2:27][N:22]([CH:20]([CH3:21])[CH3:19])[CH2:23][CH2:24]3)[N:9]=[C:8]2[CH:7]=1, predict the reactants needed to synthesize it. The reactants are: C([O:3][C:4](=O)[NH:5]/[C:6](/[C:10]1[CH:15]=[CH:14][C:13]([F:16])=[CH:12][C:11]=1[F:17])=[CH:7]\[C:8]#[N:9])C.[CH3:19][CH:20]([N:22]1[CH2:27][CH2:26][CH:25]([C:28]([NH:30][NH2:31])=O)[CH2:24][CH2:23]1)[CH3:21].O. (3) Given the product [CH3:20][C:18]([O:21][C:22]([N:24]1[CH2:31][C:30]2[O:29][C:28]([CH2:32][O:33][C:34]3[CH:39]=[CH:38][CH:37]=[CH:36][CH:35]=3)=[N:27][C:26]=2[CH2:25]1)=[O:23])([CH3:17])[CH3:19], predict the reactants needed to synthesize it. The reactants are: N(C(OC(C)(C)C)=O)=NC(OC(C)(C)C)=O.[CH3:17][C:18]([O:21][C:22]([N:24]1[CH2:31][C:30]2[O:29][C:28]([CH2:32][OH:33])=[N:27][C:26]=2[CH2:25]1)=[O:23])([CH3:20])[CH3:19].[C:34]1(O)[CH:39]=[CH:38][CH:37]=[CH:36][CH:35]=1.C1(P(C2C=CC=CC=2)C2C=CC=CC=2)C=CC=CC=1.